From a dataset of CYP2C9 substrate classification data from Carbon-Mangels et al.. Regression/Classification. Given a drug SMILES string, predict its absorption, distribution, metabolism, or excretion properties. Task type varies by dataset: regression for continuous measurements (e.g., permeability, clearance, half-life) or binary classification for categorical outcomes (e.g., BBB penetration, CYP inhibition). Dataset: cyp2c9_substrate_carbonmangels. The molecule is OCCOCCN1CCN([C@H](c2ccccc2)c2ccc(Cl)cc2)CC1. The result is 0 (non-substrate).